The task is: Regression. Given two drug SMILES strings and cell line genomic features, predict the synergy score measuring deviation from expected non-interaction effect.. This data is from NCI-60 drug combinations with 297,098 pairs across 59 cell lines. (1) Drug 1: CC1=C(C=C(C=C1)NC2=NC=CC(=N2)N(C)C3=CC4=NN(C(=C4C=C3)C)C)S(=O)(=O)N.Cl. Drug 2: CCCS(=O)(=O)NC1=C(C(=C(C=C1)F)C(=O)C2=CNC3=C2C=C(C=N3)C4=CC=C(C=C4)Cl)F. Cell line: UACC-257. Synergy scores: CSS=46.0, Synergy_ZIP=1.20, Synergy_Bliss=0.569, Synergy_Loewe=-25.6, Synergy_HSA=0.270. (2) Drug 1: C(=O)(N)NO. Drug 2: CC12CCC3C(C1CCC2OP(=O)(O)O)CCC4=C3C=CC(=C4)OC(=O)N(CCCl)CCCl.[Na+]. Cell line: IGROV1. Synergy scores: CSS=13.3, Synergy_ZIP=-3.96, Synergy_Bliss=-1.68, Synergy_Loewe=-4.88, Synergy_HSA=-4.80. (3) Drug 1: CC(C)NC(=O)C1=CC=C(C=C1)CNNC.Cl. Drug 2: COC1=C2C(=CC3=C1OC=C3)C=CC(=O)O2. Cell line: K-562. Synergy scores: CSS=-15.5, Synergy_ZIP=22.1, Synergy_Bliss=21.2, Synergy_Loewe=-12.6, Synergy_HSA=-13.6. (4) Drug 1: CCC1(CC2CC(C3=C(CCN(C2)C1)C4=CC=CC=C4N3)(C5=C(C=C6C(=C5)C78CCN9C7C(C=CC9)(C(C(C8N6C=O)(C(=O)OC)O)OC(=O)C)CC)OC)C(=O)OC)O.OS(=O)(=O)O. Drug 2: CC1CCC2CC(C(=CC=CC=CC(CC(C(=O)C(C(C(=CC(C(=O)CC(OC(=O)C3CCCCN3C(=O)C(=O)C1(O2)O)C(C)CC4CCC(C(C4)OC)OCCO)C)C)O)OC)C)C)C)OC. Cell line: OVCAR-5. Synergy scores: CSS=12.4, Synergy_ZIP=-1.64, Synergy_Bliss=1.55, Synergy_Loewe=-4.59, Synergy_HSA=0.297.